Dataset: Peptide-MHC class I binding affinity with 185,985 pairs from IEDB/IMGT. Task: Regression. Given a peptide amino acid sequence and an MHC pseudo amino acid sequence, predict their binding affinity value. This is MHC class I binding data. (1) The peptide sequence is HMYISKKAK. The MHC is HLA-B40:02 with pseudo-sequence HLA-B40:02. The binding affinity (normalized) is 0. (2) The peptide sequence is STMPLVMAW. The MHC is HLA-B45:06 with pseudo-sequence HLA-B45:06. The binding affinity (normalized) is 0.213. (3) The peptide sequence is EEDEGEELF. The MHC is HLA-B07:02 with pseudo-sequence HLA-B07:02. The binding affinity (normalized) is 0.0847. (4) The peptide sequence is VPADHRLAF. The MHC is HLA-B38:01 with pseudo-sequence HLA-B38:01. The binding affinity (normalized) is 0.0847.